Dataset: Full USPTO retrosynthesis dataset with 1.9M reactions from patents (1976-2016). Task: Predict the reactants needed to synthesize the given product. (1) The reactants are: Br[C:2]1[CH:7]=[CH:6][CH:5]=[C:4]([CH2:8][CH2:9][CH2:10][CH3:11])[CH:3]=1.[F:12][CH:13]([F:23])[O:14][C:15]1[CH:20]=[CH:19][C:18]([C:21]#[CH:22])=[CH:17][CH:16]=1. Given the product [CH2:8]([C:4]1[CH:5]=[CH:6][CH:7]=[C:2]([C:22]#[C:21][C:18]2[CH:19]=[CH:20][C:15]([O:14][CH:13]([F:23])[F:12])=[CH:16][CH:17]=2)[CH:3]=1)[CH2:9][CH2:10][CH3:11], predict the reactants needed to synthesize it. (2) Given the product [CH2:14]([N:3]([CH2:1][CH3:2])[C:4](=[O:13])[C:5]1[CH:10]=[CH:9][C:8]([I:11])=[C:7]([O:12][CH2:23][CH2:24][O:25][CH3:26])[CH:6]=1)[CH3:15], predict the reactants needed to synthesize it. The reactants are: [CH2:1]([N:3]([CH2:14][CH3:15])[C:4](=[O:13])[C:5]1[CH:10]=[CH:9][C:8]([I:11])=[C:7]([OH:12])[CH:6]=1)[CH3:2].C(=O)([O-])[O-].[K+].[K+].Br[CH2:23][CH2:24][O:25][CH3:26]. (3) Given the product [CH2:17]([CH:19]1[CH2:24][CH2:23][CH2:22][CH2:21][N:20]1[C:2]1[C:3](=[O:16])[NH:4][C:5]2[C:10]([N:11]=1)=[CH:9][C:8]([C:12]([O:14][CH3:15])=[O:13])=[CH:7][CH:6]=2)[CH3:18], predict the reactants needed to synthesize it. The reactants are: Cl[C:2]1[C:3](=[O:16])[NH:4][C:5]2[C:10]([N:11]=1)=[CH:9][C:8]([C:12]([O:14][CH3:15])=[O:13])=[CH:7][CH:6]=2.[CH2:17]([CH:19]1[CH2:24][CH2:23][CH2:22][CH2:21][NH:20]1)[CH3:18].CCN(C(C)C)C(C)C.